Dataset: Forward reaction prediction with 1.9M reactions from USPTO patents (1976-2016). Task: Predict the product of the given reaction. (1) Given the reactants [CH3:1][O:2][C:3]1[CH:10]=[CH:9][CH:8]=[CH:7][C:4]=1[CH:5]=O.C(OCC)(=O)CC(C)=O.[NH:20]1[CH2:25][CH2:24]C[CH2:22][CH2:21]1.CC(C)([O-])C.[K+], predict the reaction product. The product is: [CH3:1][O:2][C:3]1[CH:10]=[CH:9][CH:8]=[CH:7][C:4]=1[CH:5]1[CH2:24][CH2:25][NH:20][CH2:21][CH2:22]1. (2) Given the reactants [CH2:1]=O.[CH2:3]([NH2:10])[C:4]1[CH:9]=[CH:8][CH:7]=[CH:6][CH:5]=1.[CH3:11][CH:12](C)[C:13](=[O:15])C.Cl.C(N(CC)[CH:22]([CH3:24])[CH3:23])(C)C.[OH-].[K+], predict the reaction product. The product is: [CH2:3]([N:10]1[CH2:11][CH2:12][C:13](=[O:15])[C:22]([CH3:23])([CH3:24])[CH2:1]1)[C:4]1[CH:9]=[CH:8][CH:7]=[CH:6][CH:5]=1.